Dataset: Full USPTO retrosynthesis dataset with 1.9M reactions from patents (1976-2016). Task: Predict the reactants needed to synthesize the given product. Given the product [N:19]1([CH2:18][CH2:17][N:13]([CH2:14][CH2:15][CH3:16])[CH:9]2[CH2:10][C:11]3[CH:12]=[C:3]([OH:2])[CH:4]=[CH:5][C:6]=3[CH2:7][CH2:8]2)[CH2:24][CH2:23][NH:22][CH2:21][CH2:20]1, predict the reactants needed to synthesize it. The reactants are: C[O:2][C:3]1[CH:12]=[C:11]2[C:6]([CH2:7][CH2:8][CH:9]([N:13]([CH2:17][CH2:18][N:19]3[CH2:24][CH2:23][NH:22][CH2:21][CH2:20]3)[CH2:14][CH2:15][CH3:16])[CH2:10]2)=[CH:5][CH:4]=1.B(Br)(Br)Br.C([O-])(O)=O.[Na+].CO.